Predict the reactants needed to synthesize the given product. From a dataset of Full USPTO retrosynthesis dataset with 1.9M reactions from patents (1976-2016). (1) Given the product [C:1]1(=[C:10]([C:8]#[N:9])[C:11]([NH2:13])=[O:12])[CH2:6][CH2:5][CH2:4][CH2:3][CH2:2]1, predict the reactants needed to synthesize it. The reactants are: [C:1]1(C)[CH:6]=[CH:5][CH:4]=[CH:3][CH:2]=1.[C:8]([CH2:10][C:11]([NH2:13])=[O:12])#[N:9].C1(=O)CCCCC1.C([O-])(=O)C.[NH4+]. (2) Given the product [OH:32][CH:31]([C:33]1[CH:34]=[CH:35][C:36]([O:39][CH2:40][CH2:41][N:42]2[CH2:47][CH2:46][CH2:45][CH2:44][CH2:43]2)=[CH:37][CH:38]=1)[C:27]1[C:26]([C:48]2[CH:53]=[C:52]([F:54])[CH:51]=[C:50]([F:55])[C:49]=2[F:56])=[CH:25][CH:24]=[C:23]2[C:28]=1[CH:29]=[CH:30][C:21]([OH:20])=[CH:22]2, predict the reactants needed to synthesize it. The reactants are: C1(C(C2C=CC=CC=2)([C@H]2CCCN2)O)C=CC=CC=1.[OH:20][C:21]1[CH:22]=[C:23]2[C:28](=[CH:29][CH:30]=1)[C:27]([C:31]([C:33]1[CH:38]=[CH:37][C:36]([O:39][CH2:40][CH2:41][N:42]3[CH2:47][CH2:46][CH2:45][CH2:44][CH2:43]3)=[CH:35][CH:34]=1)=[O:32])=[C:26]([C:48]1[CH:53]=[C:52]([F:54])[CH:51]=[C:50]([F:55])[C:49]=1[F:56])[CH:25]=[CH:24]2.B.C(CN)O.[Cl-].[NH4+]. (3) The reactants are: [NH2:1][C@H:2]([C:23]1[CH:28]=[CH:27][CH:26]=[CH:25][CH:24]=1)[CH2:3][CH2:4][N:5]1[CH2:10][CH2:9][CH:8]([C:11]2[CH:12]=[C:13]([NH:17][C:18](=[O:22])[CH:19]([CH3:21])[CH3:20])[CH:14]=[CH:15][CH:16]=2)[CH2:7][CH2:6]1.[F:29][C:30]1[CH:38]=[C:37]([F:39])[CH:36]=[CH:35][C:31]=1[C:32](Cl)=[O:33]. Given the product [F:29][C:30]1[CH:38]=[C:37]([F:39])[CH:36]=[CH:35][C:31]=1[C:32]([NH:1][C@H:2]([C:23]1[CH:24]=[CH:25][CH:26]=[CH:27][CH:28]=1)[CH2:3][CH2:4][N:5]1[CH2:10][CH2:9][CH:8]([C:11]2[CH:16]=[CH:15][CH:14]=[C:13]([NH:17][C:18](=[O:22])[CH:19]([CH3:21])[CH3:20])[CH:12]=2)[CH2:7][CH2:6]1)=[O:33], predict the reactants needed to synthesize it. (4) Given the product [Br:1][C:2]1[C:3]([C:17]([F:20])([F:19])[F:18])=[CH:4][C:5]([N+:14]([O-:16])=[O:15])=[C:6]([CH:7]=1)[N:8]([CH:9]([CH3:12])[CH2:10][Cl:29])[CH3:13], predict the reactants needed to synthesize it. The reactants are: [Br:1][C:2]1[C:3]([C:17]([F:20])([F:19])[F:18])=[CH:4][C:5]([N+:14]([O-:16])=[O:15])=[C:6]([N:8]([CH3:13])[CH:9]([CH3:12])[CH2:10]O)[CH:7]=1.N1C=CC=CC=1.S(Cl)([Cl:29])=O. (5) Given the product [CH2:14]([O:4][C:3](=[O:5])[C@@H:2]([OH:1])[CH2:6][C:7]1[CH:8]=[CH:9][C:10]([OH:13])=[CH:11][CH:12]=1)[CH3:15], predict the reactants needed to synthesize it. The reactants are: [OH:1][C@@H:2]([CH2:6][C:7]1[CH:12]=[CH:11][C:10]([OH:13])=[CH:9][CH:8]=1)[C:3]([OH:5])=[O:4].[CH2:14](O)[CH3:15]. (6) Given the product [I:5][C:6]1[CH:11]=[CH:10][CH:9]=[C:8]([N+:12]([O-:14])=[O:13])[C:7]=1[CH2:15][C:19](=[O:25])[C:20]([OH:22])=[O:21], predict the reactants needed to synthesize it. The reactants are: [O-]CC.[Na+].[I:5][C:6]1[CH:11]=[CH:10][CH:9]=[C:8]([N+:12]([O-:14])=[O:13])[C:7]=1[CH3:15].C(O)C.[C:19](OCC)(=[O:25])[C:20]([O:22]CC)=[O:21].